This data is from Reaction yield outcomes from USPTO patents with 853,638 reactions. The task is: Predict the reaction yield, written as a fraction of the theoretical maximum amount of product (1.0 means a 100% yield; for example, 0.34 means a 34% yield). The reactants are CO[C:3]([C:5]1[CH2:6][CH2:7][N:8]([C:11]2[N:16]=[CH:15][CH:14]=[CH:13][N:12]=2)[CH2:9][CH:10]=1)=[O:4].Cl.[CH3:18][NH:19][O:20][CH3:21].C([Mg]Cl)(C)C. The catalyst is C1COCC1. The product is [CH3:21][O:20][N:19]([CH3:18])[C:3]([C:5]1[CH2:6][CH2:7][N:8]([C:11]2[N:12]=[CH:13][CH:14]=[CH:15][N:16]=2)[CH2:9][CH:10]=1)=[O:4]. The yield is 0.580.